From a dataset of Forward reaction prediction with 1.9M reactions from USPTO patents (1976-2016). Predict the product of the given reaction. (1) The product is: [NH2:60][C@@:59]([C:54]1[CH:53]=[CH:52][C:51]2[C:56](=[CH:57][CH:58]=[C:49]([O:48][C@H:45]3[CH2:44][CH2:43][C@H:42]([C:38]([CH3:41])([CH3:40])[CH3:39])[CH2:47][CH2:46]3)[C:50]=2[C:66]2[CH:71]=[CH:70][C:69]([S:72]([CH3:75])(=[O:73])=[O:74])=[CH:68][CH:67]=2)[CH:55]=1)([CH3:65])[CH2:63][OH:62]. Given the reactants N[C@@](C1C=CC2C(=CC=C(O[C@H]3CC[C@H](C(C)(C)C)CC3)C=2C2C=CC(OC(F)(F)F)=CC=2)C=1)(C)CO.[C:38]([C@H:42]1[CH2:47][CH2:46][C@H:45]([O:48][C:49]2[C:50]([C:66]3[CH:71]=[CH:70][C:69]([S:72]([CH3:75])(=[O:74])=[O:73])=[CH:68][CH:67]=3)=[C:51]3[C:56](=[CH:57][CH:58]=2)[CH:55]=[C:54]([C@:59]2([CH3:65])[CH2:63][O:62]C(=O)[NH:60]2)[CH:53]=[CH:52]3)[CH2:44][CH2:43]1)([CH3:41])([CH3:40])[CH3:39], predict the reaction product. (2) Given the reactants [N+:1]([C:4]1[CH:9]=[CH:8][C:7]([SH:10])=[CH:6][CH:5]=1)([O-:3])=[O:2].C(N(CC)CC)C.[CH3:18][CH2:19][O:20][C:21]([CH2:23]Br)=[O:22], predict the reaction product. The product is: [CH2:19]([O:20][C:21](=[O:22])[CH2:23][S:10][C:7]1[CH:8]=[CH:9][C:4]([N+:1]([O-:3])=[O:2])=[CH:5][CH:6]=1)[CH3:18]. (3) Given the reactants O[C:2]1[C:11]2[C:6](=[CH:7][C:8]([C:12]([F:15])([F:14])[F:13])=[CH:9][CH:10]=2)[N:5]=[CH:4][C:3]=1[C:16]([O:18][CH2:19][CH3:20])=[O:17].P(Cl)(Cl)([Cl:23])=O, predict the reaction product. The product is: [Cl:23][C:2]1[C:11]2[C:6](=[CH:7][C:8]([C:12]([F:15])([F:14])[F:13])=[CH:9][CH:10]=2)[N:5]=[CH:4][C:3]=1[C:16]([O:18][CH2:19][CH3:20])=[O:17]. (4) Given the reactants [Si:1]([O:8][CH2:9][C:10]1[N:11]([CH3:36])[C:12]2[CH:13]=[CH:14][C:15]3[C:23](=[N:24][CH2:25][C:26]4[CH:31]=[CH:30][C:29]([O:32][CH3:33])=[CH:28][C:27]=4[O:34][CH3:35])[CH2:22][CH2:21][CH2:20][CH2:19][C:16]=3[C:17]=2[CH:18]=1)([C:4]([CH3:7])([CH3:6])[CH3:5])([CH3:3])[CH3:2].[CH:37]([C:46](OC)=[O:47])([C:42](OC)=[O:43])[C:38]([O:40][CH3:41])=[O:39], predict the reaction product. The product is: [Si:1]([O:8][CH2:9][C:10]1[N:11]([CH3:36])[C:12]2[C:17]([CH:18]=1)=[C:16]1[CH2:19][CH2:20][CH2:21][C:22]3[C:46]([OH:47])=[C:37]([C:38]([O:40][CH3:41])=[O:39])[C:42](=[O:43])[N:24]([CH2:25][C:26]4[CH:31]=[CH:30][C:29]([O:32][CH3:33])=[CH:28][C:27]=4[O:34][CH3:35])[C:23]=3[C:15]1=[CH:14][CH:13]=2)([C:4]([CH3:7])([CH3:6])[CH3:5])([CH3:3])[CH3:2].